This data is from Reaction yield outcomes from USPTO patents with 853,638 reactions. The task is: Predict the reaction yield, written as a fraction of the theoretical maximum amount of product (1.0 means a 100% yield; for example, 0.34 means a 34% yield). (1) The yield is 0.720. The product is [CH3:35][O:36][C:37]1[CH:56]=[CH:55][C:40]([C:41]([NH:34][C:30]2[N:29]=[CH:28][N:27]=[C:26]3[C:31]=2[N:32]=[CH:33][N:25]3[C@H:12]2[O:13][C@@H:14]([CH2:15][O:16][C:17](=[O:24])[C:18]3[CH:23]=[CH:22][CH:21]=[CH:20][CH:19]=3)[C@@H:10]([O:9][C:1](=[O:8])[C:2]3[CH:3]=[CH:4][CH:5]=[CH:6][CH:7]=3)[CH2:11]2)([C:42]2[CH:43]=[CH:44][CH:45]=[CH:46][CH:47]=2)[C:48]2[CH:53]=[CH:52][CH:51]=[CH:50][CH:49]=2)=[CH:39][CH:38]=1. The catalyst is N1C=CC=CC=1. The reactants are [C:1]([O:9][C@@H:10]1[C@H:14]([CH2:15][O:16][C:17](=[O:24])[C:18]2[CH:23]=[CH:22][CH:21]=[CH:20][CH:19]=2)[O:13][C@H:12]([N:25]2[CH:33]=[N:32][C:31]3[C:26]2=[N:27][CH:28]=[N:29][C:30]=3[NH2:34])[CH2:11]1)(=[O:8])[C:2]1[CH:7]=[CH:6][CH:5]=[CH:4][CH:3]=1.[CH3:35][O:36][C:37]1[CH:56]=[CH:55][C:40]([C:41](Cl)([C:48]2[CH:53]=[CH:52][CH:51]=[CH:50][CH:49]=2)[C:42]2[CH:47]=[CH:46][CH:45]=[CH:44][CH:43]=2)=[CH:39][CH:38]=1.CO. (2) The reactants are Br[C:2]1[CH:7]=[CH:6][C:5]([O:8][CH3:9])=[CH:4][CH:3]=1.[C:10]1([CH:16]2[CH2:21][CH2:20][CH2:19][NH:18][CH2:17]2)[CH:15]=[CH:14][CH:13]=[CH:12][CH:11]=1.CC([O-])(C)C.[K+]. The catalyst is C1(C)C=CC=CC=1.C1C=CC(/C=C/C(/C=C/C2C=CC=CC=2)=O)=CC=1.C1C=CC(/C=C/C(/C=C/C2C=CC=CC=2)=O)=CC=1.C1C=CC(/C=C/C(/C=C/C2C=CC=CC=2)=O)=CC=1.[Pd].[Pd].COC1C=CC=C(OC)C=1C1C=CC=CC=1P(C1CCCCC1)C1CCCCC1. The product is [CH3:9][O:8][C:5]1[CH:6]=[CH:7][C:2]([N:18]2[CH2:19][CH2:20][CH2:21][CH:16]([C:10]3[CH:15]=[CH:14][CH:13]=[CH:12][CH:11]=3)[CH2:17]2)=[CH:3][CH:4]=1. The yield is 0.520.